Dataset: Full USPTO retrosynthesis dataset with 1.9M reactions from patents (1976-2016). Task: Predict the reactants needed to synthesize the given product. (1) Given the product [F:22][C:19]1[CH:20]=[CH:21][C:16]([CH2:15][NH:14][C:12]([C:10]2[C:9]([OH:23])=[C:8]3[C:3]([CH:4]=[CH:5][CH:6]=[N:7]3)=[C:2]([N:31]3[CH2:30][CH2:29][N:28]([S:25]([CH3:24])(=[O:26])=[O:27])[CH2:34][CH2:33][S:32]3(=[O:36])=[O:35])[N:11]=2)=[O:13])=[CH:17][CH:18]=1, predict the reactants needed to synthesize it. The reactants are: Br[C:2]1[N:11]=[C:10]([C:12]([NH:14][CH2:15][C:16]2[CH:21]=[CH:20][C:19]([F:22])=[CH:18][CH:17]=2)=[O:13])[C:9]([OH:23])=[C:8]2[C:3]=1[CH:4]=[CH:5][CH:6]=[N:7]2.[CH3:24][S:25]([N:28]1[CH2:34][CH2:33][S:32](=[O:36])(=[O:35])[NH:31][CH2:30][CH2:29]1)(=[O:27])=[O:26]. (2) Given the product [Br:1][C:2]1[C:3]([OH:12])=[C:4]([CH2:19][C:18]([OH:21])=[O:20])[CH:5]=[C:6]([Br:8])[CH:7]=1, predict the reactants needed to synthesize it. The reactants are: [Br:1][C:2]1[C:3]([OH:12])=[C:4](CC#N)[CH:5]=[C:6]([Br:8])[CH:7]=1.S(=O)(=O)(O)O.[C:18]([OH:21])(=[O:20])[CH3:19]. (3) Given the product [CH2:47]([O:46][C@H:43]1[CH2:42][CH2:41][C@H:40]([C:32]2[CH:31]=[CH:30][C:29]([NH:28][C:21]3[C:20]([C:24]([F:27])([F:26])[F:25])=[CH:19][N:18]=[C:17]([NH:16][C:13]4[CH:14]=[CH:15][C:10]([CH2:9][P:4](=[O:8])([O:5][CH2:6][CH3:7])[O:3][CH2:1][CH3:2])=[CH:11][CH:12]=4)[N:22]=3)=[C:37]3[C:33]=2[CH2:34][N:35]([CH3:39])[C:36]3=[O:38])[CH2:45][CH2:44]1)[CH3:48], predict the reactants needed to synthesize it. The reactants are: [CH2:1]([O:3][P:4]([CH2:9][C:10]1[CH:15]=[CH:14][C:13]([NH:16][C:17]2[N:22]=[C:21](Cl)[C:20]([C:24]([F:27])([F:26])[F:25])=[CH:19][N:18]=2)=[CH:12][CH:11]=1)(=[O:8])[O:5][CH2:6][CH3:7])[CH3:2].[NH2:28][C:29]1[CH:30]=[CH:31][C:32]([C@H:40]2[CH2:45][CH2:44][C@H:43]([O:46][CH2:47][CH3:48])[CH2:42][CH2:41]2)=[C:33]2[C:37]=1[C:36](=[O:38])[N:35]([CH3:39])[CH2:34]2. (4) Given the product [Br:20][C:17]1[CH:18]=[CH:19][C:14]([N:13]2[N:9]=[CH:10][CH:11]=[N:12]2)=[C:15]([F:21])[CH:16]=1, predict the reactants needed to synthesize it. The reactants are: BrC1C=CC(N/[N:9]=[CH:10]/[CH:11]=[N:12]/[NH:13][C:14]2[CH:19]=[CH:18][C:17]([Br:20])=[CH:16][C:15]=2[F:21])=C(F)C=1. (5) Given the product [CH2:1]([O:8][C:9](=[O:38])[NH:10][CH2:11][CH:12]1[CH2:17][CH2:16][CH2:15][CH:14]([N:18]2[C:32]3[C:27](=[N:28][CH:29]=[C:30]([C:34]([F:37])([F:36])[F:35])[CH:31]=3)[C:22]3=[N:23][O:24][C:25]([CH3:26])=[C:21]3[C:19]2=[O:20])[CH2:13]1)[C:2]1[CH:7]=[CH:6][CH:5]=[CH:4][CH:3]=1, predict the reactants needed to synthesize it. The reactants are: [CH2:1]([O:8][C:9](=[O:38])[NH:10][CH2:11][CH:12]1[CH2:17][CH2:16][CH2:15][CH:14]([NH:18][C:19]([C:21]2[C:22]([C:27]3[C:32](Cl)=[CH:31][C:30]([C:34]([F:37])([F:36])[F:35])=[CH:29][N:28]=3)=[N:23][O:24][C:25]=2[CH3:26])=[O:20])[CH2:13]1)[C:2]1[CH:7]=[CH:6][CH:5]=[CH:4][CH:3]=1.C[Si]([N-][Si](C)(C)C)(C)C.[K+]. (6) The reactants are: [Br:1][C:2]1[CH:3]=[C:4]([C:14]([N:16]2[CH2:21]C[NH:19][C:18](=[O:22])[CH2:17]2)=[O:15])[O:5][C:6]=1[C:7]1[CH:12]=[CH:11][CH:10]=[C:9]([Cl:13])[CH:8]=1.BrC1C=C(C(O)=O)OC=1C1C=CC=C(Cl)C=1.C1CN([P+](ON2N=NC3C=CC=CC2=3)(N2CCCC2)N2CCCC2)CC1.F[P-](F)(F)(F)(F)F.C(N(CC)C(C)C)(C)C. Given the product [Br:1][C:2]1[CH:3]=[C:4]([C:14]([N:16]2[CH2:17][C:18](=[O:22])[NH:19][CH2:21]2)=[O:15])[O:5][C:6]=1[C:7]1[CH:12]=[CH:11][CH:10]=[C:9]([Cl:13])[CH:8]=1, predict the reactants needed to synthesize it. (7) Given the product [C:49]([C:46]([C:42]1[CH:41]=[C:40]([CH:45]=[CH:44][CH:43]=1)[C:39]([NH:38][C:33]1[CH:34]=[CH:35][C:36]([CH3:37])=[C:31]([N:25]2[C:24](=[O:52])[C:23]3[C:28](=[CH:29][CH:30]=[C:21]([N:58]4[CH2:59][CH2:60][N:55]([CH2:53][CH3:54])[CH2:56][CH2:57]4)[CH:22]=3)[N:27]=[CH:26]2)[CH:32]=1)=[O:51])([CH3:47])[CH3:48])#[N:50], predict the reactants needed to synthesize it. The reactants are: C(=O)([O-])[O-].[Cs+].[Cs+].C(P(C(C)(C)C)C(C)(C)C)(C)(C)C.Br[C:21]1[CH:22]=[C:23]2[C:28](=[CH:29][CH:30]=1)[N:27]=[CH:26][N:25]([C:31]1[CH:32]=[C:33]([NH:38][C:39](=[O:51])[C:40]3[CH:45]=[CH:44][CH:43]=[C:42]([C:46]([C:49]#[N:50])([CH3:48])[CH3:47])[CH:41]=3)[CH:34]=[CH:35][C:36]=1[CH3:37])[C:24]2=[O:52].[CH2:53]([N:55]1[CH2:60][CH2:59][NH:58][CH2:57][CH2:56]1)[CH3:54]. (8) Given the product [C:30]([O:27][C:26](=[O:28])[CH2:25][O:24][CH2:23][CH2:22][O:21][CH2:20][CH2:19][NH:18][C:16]([O:15][CH2:14][CH:12]1[C:11]2[CH:10]=[CH:9][CH:8]=[CH:7][C:6]=2[C:5]2[C:13]1=[CH:1][CH:2]=[CH:3][CH:4]=2)=[O:17])([CH3:32])([CH3:31])[CH3:29], predict the reactants needed to synthesize it. The reactants are: [CH:1]1[C:13]2[CH:12]([CH2:14][O:15][C:16]([NH:18][CH2:19][CH2:20][O:21][CH2:22][CH2:23][O:24][CH2:25][C:26]([OH:28])=[O:27])=[O:17])[C:11]3[C:6](=[CH:7][CH:8]=[CH:9][CH:10]=3)[C:5]=2[CH:4]=[CH:3][CH:2]=1.[CH3:29][C:30](=[CH2:32])[CH3:31].OS(O)(=O)=O. (9) The reactants are: Cl.C[N:3](C)[CH2:4][CH2:5][C:6]([C:8]1[CH:13]=[CH:12][C:11]([OH:14])=[CH:10][C:9]=1[F:15])=O.O.[NH2:18]N. Given the product [NH:3]1[CH2:4][CH2:5][C:6]([C:8]2[CH:13]=[CH:12][C:11]([OH:14])=[CH:10][C:9]=2[F:15])=[N:18]1, predict the reactants needed to synthesize it.